Task: Predict the reactants needed to synthesize the given product.. Dataset: Full USPTO retrosynthesis dataset with 1.9M reactions from patents (1976-2016) (1) The reactants are: [CH:1]1([C:4]2[C:9]([C:10]3[CH:15]=[CH:14][C:13]([F:16])=[CH:12][CH:11]=3)=[C:8]([F:17])[C:7]([O:18][CH:19]([CH3:21])[CH3:20])=[C:6]([CH2:22][N:23]3[CH2:28][CH2:27][CH:26]([N:29]4[CH:34]=[CH:33][C:32]([C:35]([OH:37])=[O:36])=[C:31]([CH3:38])[C:30]4=[O:39])[CH2:25][CH2:24]3)[CH:5]=2)[CH2:3][CH2:2]1.[ClH:40].C(OC(C)C)(C)C. Given the product [ClH:40].[CH:1]1([C:4]2[C:9]([C:10]3[CH:11]=[CH:12][C:13]([F:16])=[CH:14][CH:15]=3)=[C:8]([F:17])[C:7]([O:18][CH:19]([CH3:21])[CH3:20])=[C:6]([CH2:22][N:23]3[CH2:24][CH2:25][CH:26]([N:29]4[CH:34]=[CH:33][C:32]([C:35]([OH:37])=[O:36])=[C:31]([CH3:38])[C:30]4=[O:39])[CH2:27][CH2:28]3)[CH:5]=2)[CH2:3][CH2:2]1, predict the reactants needed to synthesize it. (2) Given the product [CH:15]1([NH:14][C:5]2[C:4]3[C:9](=[CH:10][CH:11]=[C:2]([NH:1][CH2:28][C:24]4[CH:23]=[N:22][CH:27]=[CH:26][CH:25]=4)[CH:3]=3)[N:8]=[CH:7][C:6]=2[C:12]#[N:13])[CH2:16][CH2:17][CH2:18][CH2:19][CH2:20][CH2:21]1, predict the reactants needed to synthesize it. The reactants are: [NH2:1][C:2]1[CH:3]=[C:4]2[C:9](=[CH:10][CH:11]=1)[N:8]=[CH:7][C:6]([C:12]#[N:13])=[C:5]2[NH:14][CH:15]1[CH2:21][CH2:20][CH2:19][CH2:18][CH2:17][CH2:16]1.[N:22]1[CH:27]=[CH:26][CH:25]=[C:24]([CH:28]=O)[CH:23]=1.[BH3-]C#N.[Na+]. (3) Given the product [CH:1]1([CH2:7][NH:8][C:9]2[S:10][C:11]3[CH:17]=[C:16]([O:18][C:19]4[CH:24]=[CH:23][N:22]=[C:21]([CH:25]=[O:26])[CH:20]=4)[CH:15]=[CH:14][C:12]=3[N:13]=2)[CH2:2][CH2:3][CH2:4][CH2:5][CH2:6]1, predict the reactants needed to synthesize it. The reactants are: [CH:1]1([CH2:7][NH:8][C:9]2[S:10][C:11]3[CH:17]=[C:16]([O:18][C:19]4[CH:24]=[CH:23][N:22]=[C:21]([CH2:25][OH:26])[CH:20]=4)[CH:15]=[CH:14][C:12]=3[N:13]=2)[CH2:6][CH2:5][CH2:4][CH2:3][CH2:2]1.CC(OI1(OC(C)=O)(OC(C)=O)OC(=O)C2C=CC=CC1=2)=O. (4) The reactants are: [H-].[Na+].[CH2:3]([OH:10])[C:4]1[CH:9]=[CH:8][CH:7]=[CH:6][CH:5]=1.[Br:11][C:12]1[CH:13]=[C:14]2[C:19](=[CH:20][CH:21]=1)[N:18]=[CH:17][CH:16]=[C:15]2Cl. Given the product [CH2:3]([O:10][C:15]1[C:14]2[C:19](=[CH:20][CH:21]=[C:12]([Br:11])[CH:13]=2)[N:18]=[CH:17][CH:16]=1)[C:4]1[CH:9]=[CH:8][CH:7]=[CH:6][CH:5]=1, predict the reactants needed to synthesize it. (5) Given the product [CH3:1][O:2][C:3]([C:5]1[NH:6][CH2:7][CH2:8][NH:9][CH:10]=1)=[O:4], predict the reactants needed to synthesize it. The reactants are: [CH3:1][O:2][C:3]([C:5]1[CH:10]=[N:9][CH:8]=[CH:7][N:6]=1)=[O:4].